From a dataset of Catalyst prediction with 721,799 reactions and 888 catalyst types from USPTO. Predict which catalyst facilitates the given reaction. Reactant: [CH3:1][C:2]1[CH:7]=[CH:6][CH:5]=[C:4]([C:8]([F:11])([F:10])[F:9])[C:3]=1[NH2:12].C12CC3CC(CC(C3)C1N=[C:24]=[O:25])C2.ClC(OC(=O)OC(Cl)(Cl)Cl)(Cl)Cl.C(N(CC)CC)C. Product: [CH3:1][C:2]1[CH:7]=[CH:6][CH:5]=[C:4]([C:8]([F:9])([F:10])[F:11])[C:3]=1[N:12]=[C:24]=[O:25]. The catalyst class is: 2.